Dataset: Forward reaction prediction with 1.9M reactions from USPTO patents (1976-2016). Task: Predict the product of the given reaction. (1) Given the reactants [C:1]([C:3]([C:6]1[CH:7]=[C:8]([C:12]([NH:14][C:15]2[CH:16]=[C:17]([CH:38]=[CH:39][CH:40]=2)[O:18][C:19]2[CH:33]=[CH:32][C:22]3[N:23]=[C:24]([NH:26][C:27]([CH:29]4[CH2:31][CH2:30]4)=[O:28])[S:25][C:21]=3[C:20]=2[C:34](OC)=[O:35])=[O:13])[CH:9]=[CH:10][CH:11]=1)([CH3:5])[CH3:4])#[N:2].C(N(CC)CC)C.ClC(OCC(C)C)=O.[BH4-].[Na+], predict the reaction product. The product is: [C:1]([C:3]([C:6]1[CH:7]=[C:8]([CH:9]=[CH:10][CH:11]=1)[C:12]([NH:14][C:15]1[CH:40]=[CH:39][CH:38]=[C:17]([O:18][C:19]2[CH:33]=[CH:32][C:22]3[N:23]=[C:24]([NH:26][C:27]([CH:29]4[CH2:31][CH2:30]4)=[O:28])[S:25][C:21]=3[C:20]=2[CH2:34][OH:35])[CH:16]=1)=[O:13])([CH3:5])[CH3:4])#[N:2]. (2) Given the reactants [CH3:1][CH:2]([CH2:9][CH3:10])[CH2:3][CH2:4][CH2:5][C:6](=[O:8])[CH3:7].N.[CH:12]#[CH:13].[OH-].[K+], predict the reaction product. The product is: [CH3:7][C:6]([OH:8])([CH2:5][CH2:4][CH2:3][CH:2]([CH3:1])[CH2:9][CH3:10])[C:12]#[CH:13]. (3) Given the reactants [C:1]([CH:5]1[CH2:10][CH2:9][CH:8]([O:11][C:12]2[CH:13]=[C:14]3[C:19](=[CH:20][CH:21]=2)[CH:18]=[C:17]([CH:22]=O)[CH:16]=[CH:15]3)[CH2:7][CH2:6]1)([CH3:4])([CH3:3])[CH3:2].Cl.[C:25]([O:29][C:30](=[O:35])[CH2:31][CH2:32][CH2:33][NH2:34])([CH3:28])([CH3:27])[CH3:26].C(N(CC)CC)C.C(O[BH-](OC(=O)C)OC(=O)C)(=O)C.[Na+], predict the reaction product. The product is: [C:25]([O:29][C:30](=[O:35])[CH2:31][CH2:32][CH2:33][NH:34][CH2:22][C:17]1[CH:16]=[CH:15][C:14]2[C:19](=[CH:20][CH:21]=[C:12]([O:11][C@H:8]3[CH2:9][CH2:10][C@H:5]([C:1]([CH3:4])([CH3:3])[CH3:2])[CH2:6][CH2:7]3)[CH:13]=2)[CH:18]=1)([CH3:28])([CH3:26])[CH3:27].